This data is from Experimentally validated miRNA-target interactions with 360,000+ pairs, plus equal number of negative samples. The task is: Binary Classification. Given a miRNA mature sequence and a target amino acid sequence, predict their likelihood of interaction. The miRNA is ath-miR173-5p with sequence UUCGCUUGCAGAGAGAAAUCAC. The protein sequence of the target gene is MEAVLNELVSVEDLLKFEKKFQSEKAAGSVSKSTQFEYAWCLVRSKYNDDIRKGIVLLEELLPKGSKEEQRDYVFYLAVGNYRLKEYEKALKYVRGLLQTEPQNNQAKELERLIDKAMKKDGLVGMAIVGGMALGVAGLAGLIGLAVSKSKS. Result: 0 (no interaction).